Dataset: Forward reaction prediction with 1.9M reactions from USPTO patents (1976-2016). Task: Predict the product of the given reaction. (1) Given the reactants C(N(CC)CC)C.[CH3:8][CH:9]([S:11](Cl)(=[O:13])=[O:12])[CH3:10].[O:15]1[C:19]2([CH2:24][CH2:23][O:22][CH2:21][CH:20]2[NH2:25])[O:18][CH2:17][CH2:16]1, predict the reaction product. The product is: [O:15]1[C:19]2([CH2:24][CH2:23][O:22][CH2:21][CH:20]2[NH:25][S:11]([CH:9]([CH3:10])[CH3:8])(=[O:13])=[O:12])[O:18][CH2:17][CH2:16]1. (2) Given the reactants [CH:1]1([C:4]2[C:5]([O:24][CH2:25][C:26]([F:29])([F:28])[F:27])=[CH:6][C:7]([C:10]([NH:12][C:13]([C:18]3[N:22]=[C:21]([CH3:23])[O:20][N:19]=3)([CH3:17])[C:14]([OH:16])=O)=[O:11])=[N:8][CH:9]=2)[CH2:3][CH2:2]1.[F:30][C:31]1([F:35])[CH2:34][NH:33][CH2:32]1.Cl, predict the reaction product. The product is: [CH:1]1([C:4]2[C:5]([O:24][CH2:25][C:26]([F:29])([F:27])[F:28])=[CH:6][C:7]([C:10]([NH:12][C:13]([C:18]3[N:22]=[C:21]([CH3:23])[O:20][N:19]=3)([CH3:17])[C:14]([N:33]3[CH2:34][C:31]([F:35])([F:30])[CH2:32]3)=[O:16])=[O:11])=[N:8][CH:9]=2)[CH2:3][CH2:2]1.